From a dataset of Full USPTO retrosynthesis dataset with 1.9M reactions from patents (1976-2016). Predict the reactants needed to synthesize the given product. (1) Given the product [N:10]([CH2:9][C:5]1([CH2:4][N:1]=[N+:2]=[N-:3])[CH2:6][S:7](=[O:14])(=[O:21])[CH2:8]1)=[N+:11]=[N-:12], predict the reactants needed to synthesize it. The reactants are: [N:1]([CH2:4][C:5]1([CH2:9][N:10]=[N+:11]=[N-:12])[CH2:8][S:7][CH2:6]1)=[N+:2]=[N-:3].C(O)=[O:14].ClCCl.OO.[OH2:21]. (2) Given the product [C:18]([O:17][C:15]([N:1]1[CH2:2][CH:3]([C:11]([O:13][CH3:14])=[O:12])[CH2:4][CH:5]([C:7]([OH:9])=[O:8])[CH2:6]1)=[O:16])([CH3:21])([CH3:19])[CH3:20], predict the reactants needed to synthesize it. The reactants are: [N:1]1([C:15]([O:17][C:18]([CH3:21])([CH3:20])[CH3:19])=[O:16])[CH2:6][CH:5]([C:7]([O:9]C)=[O:8])[CH2:4][CH:3]([C:11]([O:13][CH3:14])=[O:12])[CH2:2]1.O[Li].O. (3) Given the product [CH3:16][O:17][C:18]([CH:20]1[CH2:24][C:23]2([CH2:1][CH2:25]2)[CH2:22][N:21]1[C:26]([O:28][CH2:29][C:30]1[CH:31]=[CH:32][CH:33]=[CH:34][CH:35]=1)=[O:27])=[O:19], predict the reactants needed to synthesize it. The reactants are: [CH2:1]([Zn]CC)C.FC(F)(F)C(O)=O.ICI.[CH3:16][O:17][C:18]([CH:20]1[CH2:24][C:23](=[CH2:25])[CH2:22][N:21]1[C:26]([O:28][CH2:29][C:30]1[CH:35]=[CH:34][CH:33]=[CH:32][CH:31]=1)=[O:27])=[O:19].C[N+]1([O-])CCOCC1. (4) Given the product [CH3:13][N:14]([CH3:31])[C:15]1[CH:16]=[CH:17][C:18]([CH2:21][N:22]([C:23]2[CH:28]=[CH:27][C:26]([CH2:29][CH3:30])=[CH:25][CH:24]=2)[C:10]([CH:1]2[C:9]3[C:4](=[CH:5][CH:6]=[CH:7][CH:8]=3)[CH2:3][CH2:2]2)=[O:12])=[CH:19][CH:20]=1, predict the reactants needed to synthesize it. The reactants are: [CH:1]1([C:10]([OH:12])=O)[C:9]2[C:4](=[CH:5][CH:6]=[CH:7][CH:8]=2)[CH2:3][CH2:2]1.[CH3:13][N:14]([CH3:31])[C:15]1[CH:20]=[CH:19][C:18]([CH2:21][NH:22][C:23]2[CH:28]=[CH:27][C:26]([CH2:29][CH3:30])=[CH:25][CH:24]=2)=[CH:17][CH:16]=1. (5) The reactants are: [F:1][C:2]1[CH:7]=[CH:6][C:5]([C:8]2[C:17]3[C:12](=[CH:13][CH:14]=[CH:15][CH:16]=3)[N:11]=[C:10]([CH:18]3[CH2:20][CH2:19]3)[C:9]=2[C:21](OC)=[O:22])=[CH:4][CH:3]=1.[H-].COCCO[Al+]OCCOC.[Na+].[H-].N1CCOCC1.S(=O)(=O)(O)O. Given the product [F:1][C:2]1[CH:7]=[CH:6][C:5]([C:8]2[C:17]3[C:12](=[CH:13][CH:14]=[CH:15][CH:16]=3)[N:11]=[C:10]([CH:18]3[CH2:19][CH2:20]3)[C:9]=2[CH:21]=[O:22])=[CH:4][CH:3]=1, predict the reactants needed to synthesize it.